The task is: Predict the reactants needed to synthesize the given product.. This data is from Full USPTO retrosynthesis dataset with 1.9M reactions from patents (1976-2016). (1) Given the product [Br:1][C:2]1[CH:10]=[C:9]([CH:8]=[C:4]([C:5](=[O:7])[N:29]([CH3:24])[CH2:28][CH2:27][CH3:26])[CH:3]=1)[C:11]([O:13][CH3:14])=[O:12], predict the reactants needed to synthesize it. The reactants are: [Br:1][C:2]1[CH:3]=[C:4]([CH:8]=[C:9]([C:11]([O:13][CH3:14])=[O:12])[CH:10]=1)[C:5]([OH:7])=O.CN(C(ON1N=NC2[CH:26]=[CH:27][CH:28]=[N:29][C:24]1=2)=[N+](C)C)C.F[P-](F)(F)(F)(F)F.CNCCC. (2) Given the product [F:34][C:33]([F:36])([F:35])[S:30]([O:19][C:14]1[C:15]([O:17][CH3:18])=[CH:16][C:8]2[NH:7][C:6]3[CH:20]=[C:2]([Cl:1])[CH:3]=[CH:4][C:5]=3[C:11](=[O:12])[NH:10][C:9]=2[CH:13]=1)(=[O:32])=[O:31], predict the reactants needed to synthesize it. The reactants are: [Cl:1][C:2]1[CH:3]=[CH:4][C:5]2[C:11](=[O:12])[NH:10][C:9]3[CH:13]=[C:14]([OH:19])[C:15]([O:17][CH3:18])=[CH:16][C:8]=3[NH:7][C:6]=2[CH:20]=1.[H-].[Na+].C1C=CC(N([S:30]([C:33]([F:36])([F:35])[F:34])(=[O:32])=[O:31])[S:30]([C:33]([F:36])([F:35])[F:34])(=[O:32])=[O:31])=CC=1. (3) Given the product [Cl:28][C:4]1[N:5]=[C:6]([S:8][CH2:9][C:10]2[CH:15]=[CH:14][CH:13]=[C:12]([F:16])[C:11]=2[F:17])[N:7]=[C:2]([NH2:1])[CH:3]=1, predict the reactants needed to synthesize it. The reactants are: [NH2:1][C:2]1[N:7]=[C:6]([S:8][CH2:9][C:10]2[CH:15]=[CH:14][CH:13]=[C:12]([F:16])[C:11]=2[F:17])[N:5]=[C:4](O)[CH:3]=1.N1C=CC=CC=1C.O=P(Cl)(Cl)[Cl:28]. (4) The reactants are: [CH:1]([N:4]1[C:8]([C:9]2[N:18]=[C:17]3[N:11]([CH2:12][CH2:13][O:14][C:15]4[CH:22]=[C:21]([OH:23])[CH:20]=[CH:19][C:16]=43)[CH:10]=2)=[N:7][CH:6]=[N:5]1)([CH3:3])[CH3:2].[CH3:24]O.[C:26]([O:29][CH2:30][CH3:31])(=[O:28])[CH3:27]. Given the product [CH2:30]([O:29][C:26](=[O:28])[C@H:27]([O:23][C:21]1[CH:20]=[CH:19][C:16]2[C:17]3[N:11]([CH2:12][CH2:13][O:14][C:15]=2[CH:22]=1)[CH:10]=[C:9]([C:8]1[N:4]([CH:1]([CH3:3])[CH3:2])[N:5]=[CH:6][N:7]=1)[N:18]=3)[CH3:24])[CH3:31], predict the reactants needed to synthesize it. (5) Given the product [N:17]1([C:4]([C:6]2[CH:15]=[C:14]([N:17]3[CH2:22][CH2:21][O:20][CH2:19][CH2:18]3)[C:13]3[C:8](=[CH:9][CH:10]=[CH:11][CH:12]=3)[N:7]=2)=[O:5])[CH2:22][CH2:21][O:20][CH2:19][CH2:18]1, predict the reactants needed to synthesize it. The reactants are: C(O[C:4]([C:6]1[CH:15]=[C:14](Cl)[C:13]2[C:8](=[CH:9][CH:10]=[CH:11][CH:12]=2)[N:7]=1)=[O:5])C.[NH:17]1[CH2:22][CH2:21][O:20][CH2:19][CH2:18]1. (6) Given the product [F:19][C:16]1[CH:17]=[C:18]2[C:13]([C:12]([C:20]3[CH:21]=[C:22]4[C:26](=[CH:27][CH:28]=3)[NH:25][C:24](=[O:29])[CH2:23]4)=[CH:11][NH:10]2)=[CH:14][CH:15]=1, predict the reactants needed to synthesize it. The reactants are: C1(S([N:10]2[C:18]3[C:13](=[CH:14][CH:15]=[C:16]([F:19])[CH:17]=3)[C:12]([C:20]3[CH:21]=[C:22]4[C:26](=[CH:27][CH:28]=3)[NH:25][C:24](=[O:29])[CH2:23]4)=[CH:11]2)(=O)=O)C=CC=CC=1.[NH4+].[Cl-]. (7) Given the product [C:31]([O:65][S:53][CH2:57][CH2:56][CH2:55][CH2:54][CH2:58][CH2:59][CH2:40][CH2:41]/[CH:42]=[CH:43]\[CH2:44]/[CH:45]=[CH:46]\[CH2:47][CH2:48][CH2:49][CH2:50][CH3:51])(=[O:30])[CH3:33], predict the reactants needed to synthesize it. The reactants are: C1(P(C2C=CC=CC=2)C2C=CC=CC=2)C=CC=CC=1.N(C([O:30][CH:31]([CH3:33])C)=O)=NC(OC(C)C)=O.C(O)CCCCC[CH2:40][CH2:41]/[CH:42]=[CH:43]\[CH2:44]/[CH:45]=[CH:46]\[CH2:47][CH2:48][CH2:49][CH2:50][CH3:51].[S:53]1[CH:57]=[CH:56][CH:55]=[C:54]1[CH2:58][C:59](O)=O.C1C[O:65]CC1. (8) Given the product [CH3:21][CH:22]1[CH2:26][CH2:25][CH2:24][N:23]1[C:27]1[N:32]=[C:31]([NH:33][C:2]2[C:3]3[N:4]([N:18]=[CH:19][N:20]=3)[CH:5]=[C:6]([C:8]3[CH:17]=[CH:16][C:11]([C:12]([O:14][CH3:15])=[O:13])=[CH:10][CH:9]=3)[CH:7]=2)[CH:30]=[CH:29][CH:28]=1, predict the reactants needed to synthesize it. The reactants are: Br[C:2]1[C:3]2[N:4]([N:18]=[CH:19][N:20]=2)[CH:5]=[C:6]([C:8]2[CH:17]=[CH:16][C:11]([C:12]([O:14][CH3:15])=[O:13])=[CH:10][CH:9]=2)[CH:7]=1.[CH3:21][CH:22]1[CH2:26][CH2:25][CH2:24][N:23]1[C:27]1[N:32]=[C:31]([NH2:33])[CH:30]=[CH:29][CH:28]=1.C1C=CC(P(C2C(C3C(P(C4C=CC=CC=4)C4C=CC=CC=4)=CC=C4C=3C=CC=C4)=C3C(C=CC=C3)=CC=2)C2C=CC=CC=2)=CC=1.C([O-])([O-])=O.[Cs+].[Cs+]. (9) The reactants are: [F:1][C:2]1[CH:7]=[C:6]([F:8])[CH:5]=[CH:4][C:3]=1[C:9]1[CH:20]=[C:13]([C:14]([O:16][CH2:17][CH2:18][CH3:19])=[O:15])[C:12]([OH:21])=[CH:11][CH:10]=1.Cl[C:23]1[C:32]2[C:27](=[CH:28][C:29]([O:35][CH3:36])=[C:30]([O:33][CH3:34])[CH:31]=2)[N:26]=[CH:25][CH:24]=1. Given the product [CH3:34][O:33][C:30]1[CH:31]=[C:32]2[C:27](=[CH:28][C:29]=1[O:35][CH3:36])[N:26]=[CH:25][CH:24]=[C:23]2[O:21][C:12]1[CH:11]=[CH:10][C:9]([C:3]2[CH:4]=[CH:5][C:6]([F:8])=[CH:7][C:2]=2[F:1])=[CH:20][C:13]=1[C:14]([O:16][CH2:17][CH2:18][CH3:19])=[O:15], predict the reactants needed to synthesize it.